This data is from Peptide-MHC class II binding affinity with 134,281 pairs from IEDB. The task is: Regression. Given a peptide amino acid sequence and an MHC pseudo amino acid sequence, predict their binding affinity value. This is MHC class II binding data. The binding affinity (normalized) is 0.0491. The MHC is DRB1_1302 with pseudo-sequence DRB1_1302. The peptide sequence is MTEQQWNFAGIEAAA.